From a dataset of Forward reaction prediction with 1.9M reactions from USPTO patents (1976-2016). Predict the product of the given reaction. (1) Given the reactants [C:1]1([NH2:8])[CH:6]=[CH:5][CH:4]=[CH:3][C:2]=1[NH2:7].[C:9](O)(=O)C.[C:13]([O:16][CH2:17][CH3:18])(=O)C, predict the reaction product. The product is: [CH2:17]([O:16][C:13]1[NH:7][C:2]2[CH:3]=[CH:4][CH:5]=[CH:6][C:1]=2[N:8]=1)[CH2:18][CH3:9]. (2) Given the reactants [CH2:1]([C@@H:5]1[N:10]([C:11](=[O:25])[C:12]2[CH:17]=[CH:16][C:15](OC3C=CC=CC=3)=[CH:14][CH:13]=2)C[C@H](CC(C)C)N[C:6]1=[O:30])C(C)C.[CH2:31]([C@@H:35]1[NH:40][CH2:39][C@H:38]([CH2:41][CH:42]([CH3:44])[CH3:43])[NH:37][C:36]1=[O:45])[CH:32]([CH3:34])[CH3:33].C1(C2OC=C(C(O)=O)N=2)C=CC=CC=1, predict the reaction product. The product is: [CH2:31]([C@@H:35]1[N:40]([C:6]([C:5]2[N:10]=[C:11]([C:12]3[CH:17]=[CH:16][CH:15]=[CH:14][CH:13]=3)[O:25][CH:1]=2)=[O:30])[CH2:39][C@H:38]([CH2:41][CH:42]([CH3:44])[CH3:43])[NH:37][C:36]1=[O:45])[CH:32]([CH3:34])[CH3:33].